Dataset: Reaction yield outcomes from USPTO patents with 853,638 reactions. Task: Predict the reaction yield, written as a fraction of the theoretical maximum amount of product (1.0 means a 100% yield; for example, 0.34 means a 34% yield). The reactants are [CH2:1]([C:3]1[O:7][C:6]([C:8]2[CH:9]=[N:10][NH:11][C:12]=2[NH2:13])=[N:5][CH:4]=1)[CH3:2].[O:14]1[C:18]2[CH:19]=[CH:20][C:21]([C:23](=O)[CH2:24][C:25](OCC)=[O:26])=[CH:22][C:17]=2[O:16][CH2:15]1.CC1C=CC(S(O)(=O)=O)=CC=1. The catalyst is CCCCO. The product is [O:14]1[C:18]2[CH:19]=[CH:20][C:21]([C:23]3[NH:13][C:12]4[N:11]([N:10]=[CH:9][C:8]=4[C:6]4[O:7][C:3]([CH2:1][CH3:2])=[CH:4][N:5]=4)[C:25](=[O:26])[CH:24]=3)=[CH:22][C:17]=2[O:16][CH2:15]1. The yield is 0.220.